Dataset: Catalyst prediction with 721,799 reactions and 888 catalyst types from USPTO. Task: Predict which catalyst facilitates the given reaction. (1) Reactant: Cl.[C:2]([O:6][CH2:7][C@@H:8]([C:10]([O:12][CH3:13])=[O:11])[NH2:9])([CH3:5])([CH3:4])[CH3:3].C(O)(=O)C.[CH:18](=O)[C:19]1[CH:24]=[CH:23][CH:22]=[CH:21][CH:20]=1.C([BH3-])#N.[Na+]. Product: [CH2:18]([NH:9][C@H:8]([C:10]([O:12][CH3:13])=[O:11])[CH2:7][O:6][C:2]([CH3:5])([CH3:4])[CH3:3])[C:19]1[CH:24]=[CH:23][CH:22]=[CH:21][CH:20]=1. The catalyst class is: 5. (2) Reactant: [CH:1]1[C:10]2[C:5](=[CH:6][CH:7]=[CH:8][CH:9]=2)[CH:4]=[CH:3][C:2]=1[CH2:11][O:12][CH:13]1[CH:18]([C:19]2[CH:24]=[CH:23][C:22]([O:25][CH2:26][CH2:27][O:28][C:29](=[O:37])[NH:30][C:31]3[CH:36]=[CH:35][CH:34]=[CH:33][N:32]=3)=[CH:21][CH:20]=2)[CH2:17][CH2:16][N:15](C(OCC(Cl)(Cl)Cl)=O)[CH2:14]1. Product: [N:32]1[CH:33]=[CH:34][CH:35]=[CH:36][C:31]=1[NH:30][C:29](=[O:37])[O:28][CH2:27][CH2:26][O:25][C:22]1[CH:21]=[CH:20][C:19]([CH:18]2[CH2:17][CH2:16][NH:15][CH2:14][CH:13]2[O:12][CH2:11][C:2]2[CH:3]=[CH:4][C:5]3[C:10](=[CH:9][CH:8]=[CH:7][CH:6]=3)[CH:1]=2)=[CH:24][CH:23]=1. The catalyst class is: 183. (3) Reactant: [CH3:1][N:2]1[C:7](=O)[CH2:6][O:5][C:4]2[N:9]=[C:10]([C:19]3[CH:24]=[CH:23][C:22]([C:25]4([NH:29][C:30](=[O:36])[O:31][C:32]([CH3:35])([CH3:34])[CH3:33])[CH2:28][CH2:27][CH2:26]4)=[CH:21][CH:20]=3)[C:11]([C:13]3[CH:18]=[CH:17][CH:16]=[CH:15][CH:14]=3)=[CH:12][C:3]1=2.COC1C=CC(P2(SP(C3C=CC(OC)=CC=3)(=S)S2)=[S:46])=CC=1. Product: [C:32]([O:31][C:30](=[O:36])[NH:29][C:25]1([C:22]2[CH:23]=[CH:24][C:19]([C:10]3[C:11]([C:13]4[CH:18]=[CH:17][CH:16]=[CH:15][CH:14]=4)=[CH:12][C:3]4[N:2]([CH3:1])[C:7](=[S:46])[CH2:6][O:5][C:4]=4[N:9]=3)=[CH:20][CH:21]=2)[CH2:28][CH2:27][CH2:26]1)([CH3:35])([CH3:34])[CH3:33]. The catalyst class is: 11. (4) Product: [C:42]([C:41]([CH3:45])([CH3:44])[C:38]1[CH:37]=[C:36]([NH:35][C:3](=[O:5])[C:2]([CH3:1])([S:7]([CH2:10][CH2:11][CH2:12][C:13]([F:16])([F:15])[F:14])(=[O:9])=[O:8])[CH3:6])[O:40][N:39]=1)#[N:43]. The catalyst class is: 11. Reactant: [CH3:1][C:2]([S:7]([CH2:10][CH2:11][CH2:12][C:13]([F:16])([F:15])[F:14])(=[O:9])=[O:8])([CH3:6])[C:3]([OH:5])=O.S(Cl)(Cl)=O.CN(C=O)C.CCN(C(C)C)C(C)C.[NH2:35][C:36]1[O:40][N:39]=[C:38]([C:41]([CH3:45])([CH3:44])[C:42]#[N:43])[CH:37]=1. (5) Reactant: [C:1]([C:4]1[CH:5]=[N:6][C:7]2[C:12]([C:13]=1[NH:14][C@H:15]1[CH2:20][CH2:19][C@H:18]([NH:21]C(=O)OC(C)(C)C)[CH2:17][CH2:16]1)=[CH:11][C:10]([C:29]1[CH:34]=[C:33]([F:35])[C:32]([OH:36])=[C:31]([Cl:37])[CH:30]=1)=[CH:9][CH:8]=2)(=[O:3])[CH3:2].O.Cl. Product: [NH2:21][C@H:18]1[CH2:19][CH2:20][C@H:15]([NH:14][C:13]2[C:12]3[C:7](=[CH:8][CH:9]=[C:10]([C:29]4[CH:34]=[C:33]([F:35])[C:32]([OH:36])=[C:31]([Cl:37])[CH:30]=4)[CH:11]=3)[N:6]=[CH:5][C:4]=2[C:1](=[O:3])[CH3:2])[CH2:16][CH2:17]1. The catalyst class is: 1. (6) Reactant: Br[C:2]1[CH:14]=[C:13]2[C:5]([C:6]3[C:11]([N:12]2[C:15](=[O:17])[CH3:16])=[C:10]2[CH:18]=[CH:19][CH:20]=[CH:21][C:9]2=[CH:8][CH:7]=3)=[CH:4][CH:3]=1.[C:22]1([N:28]2[C:32]3[CH:33]=[CH:34][CH:35]=[CH:36][C:31]=3[N:30]=[C:29]2C2C=CC(B(O)O)=CC=2)[CH:27]=[CH:26][CH:25]=[CH:24][CH:23]=1.C(=O)([O-])[O-].[K+].[K+].[CH2:52](O)[CH3:53]. The catalyst class is: 109. Product: [C:15]([N:12]1[C:13]2[CH:14]=[CH:2][CH:3]=[CH:4][C:5]=2[C:6]2[CH:7]=[CH:8][C:9]3[CH:21]=[C:20]([C:53]4[CH:52]=[CH:4][C:3]([C:29]5[N:28]([C:22]6[CH:27]=[CH:26][CH:25]=[CH:24][CH:23]=6)[C:32]6[CH:33]=[CH:34][CH:35]=[CH:36][C:31]=6[N:30]=5)=[CH:2][CH:14]=4)[CH:19]=[CH:18][C:10]=3[C:11]1=2)(=[O:17])[CH3:16]. (7) Reactant: [C:1]1([OH:11])[C:10]2[CH2:9][CH2:8][CH2:7][CH2:6][C:5]=2[CH:4]=[CH:3][CH:2]=1.Br[CH2:13][C:14]([O:16][CH2:17][CH3:18])=[O:15].C([O-])([O-])=O.[K+].[K+]. Product: [C:1]1([O:11][CH2:13][C:14]([O:16][CH2:17][CH3:18])=[O:15])[C:10]2[CH2:9][CH2:8][CH2:7][CH2:6][C:5]=2[CH:4]=[CH:3][CH:2]=1. The catalyst class is: 23.